This data is from Reaction yield outcomes from USPTO patents with 853,638 reactions. The task is: Predict the reaction yield, written as a fraction of the theoretical maximum amount of product (1.0 means a 100% yield; for example, 0.34 means a 34% yield). The reactants are N#N.[Cl:3][C:4]1[CH:5]=[C:6]([NH:19][C:20]2[C:21]3[C:28]4[CH:29]=[CH:30][C:31](/[CH:33]=[CH:34]/[C:35]([OH:37])=[O:36])=[CH:32][C:27]=4[S:26][C:22]=3[N:23]=[CH:24][N:25]=2)[CH:7]=[CH:8][C:9]=1[O:10][CH2:11][C:12]1[CH:17]=[CH:16][CH:15]=[C:14]([F:18])[CH:13]=1. The catalyst is C1COCC1. The product is [Cl:3][C:4]1[CH:5]=[C:6]([NH:19][C:20]2[C:21]3[C:28]4[CH:29]=[CH:30][C:31]([CH2:33][CH2:34][C:35]([OH:37])=[O:36])=[CH:32][C:27]=4[S:26][C:22]=3[N:23]=[CH:24][N:25]=2)[CH:7]=[CH:8][C:9]=1[O:10][CH2:11][C:12]1[CH:17]=[CH:16][CH:15]=[C:14]([F:18])[CH:13]=1. The yield is 0.750.